This data is from Full USPTO retrosynthesis dataset with 1.9M reactions from patents (1976-2016). The task is: Predict the reactants needed to synthesize the given product. (1) Given the product [CH2:1]([O:3][C:4]([C:6]1[CH:7]=[C:8]2[C:13](=[CH:14][C:15]=1[CH3:16])[N:12]([CH2:18][CH3:19])[C:11](=[O:17])[CH2:10][CH2:9]2)=[O:5])[CH3:2], predict the reactants needed to synthesize it. The reactants are: [CH2:1]([O:3][C:4]([C:6]1[CH:7]=[C:8]2[C:13](=[CH:14][C:15]=1[CH3:16])[NH:12][C:11](=[O:17])[CH2:10][CH2:9]2)=[O:5])[CH3:2].[CH2:18](I)[CH3:19]. (2) Given the product [Cl:50][C:51]1[CH:52]=[C:53]([C:57]([F:61])([F:62])[C:58]([NH:6][CH2:7][C:8]2[CH:9]=[C:10]3[C:14](=[CH:15][CH:16]=2)[C:13](=[O:17])[N:12]([CH:18]2[CH2:23][CH2:22][C:21](=[O:24])[NH:20][C:19]2=[O:25])[CH2:11]3)=[O:59])[CH:54]=[CH:55][CH:56]=1, predict the reactants needed to synthesize it. The reactants are: CS(O)(=O)=O.[NH2:6][CH2:7][C:8]1[CH:9]=[C:10]2[C:14](=[CH:15][CH:16]=1)[C:13](=[O:17])[N:12]([CH:18]1[CH2:23][CH2:22][C:21](=[O:24])[NH:20][C:19]1=[O:25])[CH2:11]2.CN(C(ON1N=NC2C=CC=NC1=2)=[N+](C)C)C.F[P-](F)(F)(F)(F)F.[Cl:50][C:51]1[CH:52]=[C:53]([C:57]([F:62])([F:61])[C:58](O)=[O:59])[CH:54]=[CH:55][CH:56]=1.C(N(C(C)C)C(C)C)C. (3) Given the product [Cl:3][C:4]1[N:5]=[CH:6][N:7]=[C:8]2[NH:1][N:2]=[CH:10][C:9]=12, predict the reactants needed to synthesize it. The reactants are: [NH2:1][NH2:2].[Cl:3][C:4]1[C:9]([CH:10]=O)=[C:8](Cl)[N:7]=[CH:6][N:5]=1.O1CCOCC1. (4) The reactants are: [CH3:1][O:2][C:3]1[C:4]([C:13]([O:15]C)=[O:14])=[CH:5][C:6]2[C:11]([CH:12]=1)=[CH:10][CH:9]=[CH:8][CH:7]=2.O.[OH-].[Na+].C(O)(=O)CC(CC(O)=O)(C(O)=O)O. Given the product [CH3:1][O:2][C:3]1[C:4]([C:13]([OH:15])=[O:14])=[CH:5][C:6]2[C:11]([CH:12]=1)=[CH:10][CH:9]=[CH:8][CH:7]=2, predict the reactants needed to synthesize it. (5) Given the product [F:15][C:13]1[CH:12]=[CH:11][C:10]([S:16](=[O:18])(=[O:17])[NH2:3])=[C:9]([CH:14]=1)[CH2:8][NH:7][C:4](=[O:6])[CH3:5], predict the reactants needed to synthesize it. The reactants are: CO.[NH3:3].[C:4]([NH:7][CH2:8][C:9]1[CH:14]=[C:13]([F:15])[CH:12]=[CH:11][C:10]=1[S:16](Cl)(=[O:18])=[O:17])(=[O:6])[CH3:5]. (6) Given the product [F:23][C:24]([F:45])([F:44])[C:25]1[CH:39]=[C:38]([C:40]([F:43])([F:42])[F:41])[CH:37]=[CH:36][C:26]=1[CH2:27][N:28]1[CH2:33][CH2:32][CH:31](/[CH:34]=[C:6]2/[C:2]([NH:11][CH2:8][CH:9]=[CH2:10])=[N:3][C:4](=[O:7])[S:5]/2)[CH2:30][CH2:29]1, predict the reactants needed to synthesize it. The reactants are: S=[C:2]1[CH2:6][S:5][C:4](=[O:7])[NH:3]1.[CH2:8]([NH2:11])[CH:9]=[CH2:10].S(C1C=CC(C)=CC=1)(O)(=O)=O.[F:23][C:24]([F:45])([F:44])[C:25]1[CH:39]=[C:38]([C:40]([F:43])([F:42])[F:41])[CH:37]=[CH:36][C:26]=1[CH2:27][N:28]1[CH2:33][CH2:32][CH:31]([CH:34]=O)[CH2:30][CH2:29]1.CC(C)([O-])C.[K+].[Cl-].[NH4+]. (7) Given the product [F:37][C:2]1[CH:11]=[CH:10][CH:9]=[C:8]2[C:3]=1[CH:4]=[CH:5][CH:6]=[N:7]2, predict the reactants needed to synthesize it. The reactants are: N[C:2]1[CH:11]=[CH:10][CH:9]=[C:8]2[C:3]=1[CH:4]=[CH:5][CH:6]=[N:7]2.N([O-])=O.[Na+].C(OCC)(=O)C.C(OCC)C.C1(C)C(C)=CC=CC=1.[H+].[B-](F)(F)(F)[F:37]. (8) Given the product [CH:1]1([N:5]2[CH2:11][CH2:10][C:9]3[CH:12]=[CH:13][C:14]([N:16]4[CH2:21][CH2:20][N:19]([C:35]([C:34]5[CH:38]=[CH:39][C:31]([C:29]#[N:30])=[CH:32][CH:33]=5)=[O:36])[CH2:18][CH2:17]4)=[CH:15][C:8]=3[CH2:7][CH2:6]2)[CH2:4][CH2:3][CH2:2]1, predict the reactants needed to synthesize it. The reactants are: [CH:1]1([N:5]2[CH2:11][CH2:10][C:9]3[CH:12]=[CH:13][C:14]([N:16]4[CH2:21][CH2:20][NH:19][CH2:18][CH2:17]4)=[CH:15][C:8]=3[CH2:7][CH2:6]2)[CH2:4][CH2:3][CH2:2]1.C(N(CC)CC)C.[C:29]([C:31]1[CH:39]=[CH:38][C:34]([C:35](Cl)=[O:36])=[CH:33][CH:32]=1)#[N:30].